This data is from Peptide-MHC class II binding affinity with 134,281 pairs from IEDB. The task is: Regression. Given a peptide amino acid sequence and an MHC pseudo amino acid sequence, predict their binding affinity value. This is MHC class II binding data. (1) The MHC is DRB1_0404 with pseudo-sequence DRB1_0404. The binding affinity (normalized) is 0.788. The peptide sequence is VDAAFKVAATAANAAPANDK. (2) The peptide sequence is LSLCNKIKGLKVFNT. The MHC is DRB1_0301 with pseudo-sequence DRB1_0301. The binding affinity (normalized) is 0.357. (3) The peptide sequence is VALTLTSYLGLTQPF. The MHC is DRB1_1301 with pseudo-sequence DRB1_1301. The binding affinity (normalized) is 0.610. (4) The peptide sequence is CTILAVVSVSPLLLT. The MHC is DRB1_0701 with pseudo-sequence DRB1_0701. The binding affinity (normalized) is 0.736. (5) The peptide sequence is ALLPRAGAAAAAALP. The MHC is DRB1_1602 with pseudo-sequence DRB1_1602. The binding affinity (normalized) is 0.266. (6) The peptide sequence is KCKYPEGTKVTFHVE. The MHC is DRB4_0101 with pseudo-sequence DRB4_0103. The binding affinity (normalized) is 0.176.